This data is from Full USPTO retrosynthesis dataset with 1.9M reactions from patents (1976-2016). The task is: Predict the reactants needed to synthesize the given product. (1) Given the product [CH3:20][C:9]1[N:8]=[C:7]([C:1]#[N:2])[C:12]([CH3:13])=[C:11]([C:14]2[CH:19]=[CH:18][CH:17]=[CH:16][CH:15]=2)[N:10]=1, predict the reactants needed to synthesize it. The reactants are: [CH3:1][N:2](C)C=O.Cl[C:7]1[C:12]([CH3:13])=[C:11]([C:14]2[CH:19]=[CH:18][CH:17]=[CH:16][CH:15]=2)[N:10]=[C:9]([CH3:20])[N:8]=1. (2) Given the product [CH3:1][C:2]1[CH:3]=[C:91]([CH:90]([OH:94])[CH2:92][OH:53])[C:5]([CH2:21][O:22][CH:23]2[CH2:28][CH2:27][CH2:26][CH2:25][O:24]2)=[C:6]2[C:10]=1[N:9]([S:11]([C:14]1[CH:20]=[CH:19][C:17]([CH3:18])=[CH:16][CH:15]=1)(=[O:13])=[O:12])[CH:8]=[CH:7]2, predict the reactants needed to synthesize it. The reactants are: [CH3:1][C:2]1[CH:3]=C(C=C)[C:5]([CH2:21][O:22][CH:23]2[CH2:28][CH2:27][CH2:26][CH2:25][O:24]2)=[C:6]2[C:10]=1[N:9]([S:11]([C:14]1[CH:20]=[CH:19][C:17]([CH3:18])=[CH:16][CH:15]=1)(=[O:13])=[O:12])[CH:8]=[CH:7]2.O.CC[C@H]1[C@H]2C[C@H]([C@H](OC3C4C(=CC=CC=4)C(O[C@H](C4C=CN=C5C=4C=C(OC)C=C5)[C@@H]4N5C[C@H](CC)[C@@H](CC5)C4)=NN=3)C3C=CN=C4C=3C=C([O:53]C)C=C4)N(CC2)C1.[C:90]([OH:94])(C)([CH3:92])[CH3:91].